Dataset: Full USPTO retrosynthesis dataset with 1.9M reactions from patents (1976-2016). Task: Predict the reactants needed to synthesize the given product. (1) Given the product [NH2:34][C:29]1[CH:30]=[CH:31][CH:32]=[CH:33][C:28]=1[O:19][C:13]1([CH:9]([N:8]([CH2:1][C:2]2[CH:3]=[CH:4][CH:5]=[CH:6][CH:7]=2)[CH2:20][C:21]2[CH:26]=[CH:25][CH:24]=[CH:23][CH:22]=2)[C:10]([OH:12])=[O:11])[CH2:14][CH2:15][CH2:16][CH2:17][CH2:18]1, predict the reactants needed to synthesize it. The reactants are: [CH2:1]([N:8]([CH2:20][C:21]1[CH:26]=[CH:25][CH:24]=[CH:23][CH:22]=1)[CH:9]([C:13]1([OH:19])[CH2:18][CH2:17][CH2:16][CH2:15][CH2:14]1)[C:10]([OH:12])=[O:11])[C:2]1[CH:7]=[CH:6][CH:5]=[CH:4][CH:3]=1.F[C:28]1[CH:33]=[CH:32][CH:31]=[CH:30][C:29]=1[N+:34]([O-])=O.C[Si]([N-][Si](C)(C)C)(C)C.[K+].C1(C)C=CC=CC=1.OS([O-])(=O)=O.[K+]. (2) The reactants are: [Cl:1][C:2]1[CH:3]=[C:4]([CH:7]=[C:8]([Cl:11])[C:9]=1[OH:10])[CH:5]=[O:6].O[C:13]1[CH:20]=CC(C=O)=C[CH:14]=1. Given the product [Cl:1][C:2]1[CH:3]=[C:4]([CH:7]=[C:8]([Cl:11])[C:9]=1[O:10][CH2:14][CH2:13][CH3:20])[CH:5]=[O:6], predict the reactants needed to synthesize it. (3) Given the product [NH2:14][C:9]1[CH:10]=[CH:11][CH:12]=[C:13]2[C:8]=1[C:7](=[O:17])[C:6]1([OH:18])[C:5]3[CH:19]=[C:20]([CH:26]([CH3:27])[CH3:28])[CH:21]=[C:22]([CH:23]([CH3:25])[CH3:24])[C:4]=3[O:3][C:2]12[OH:1], predict the reactants needed to synthesize it. The reactants are: [OH:1][C:2]12[C:13]3[C:8](=[C:9]([N+:14]([O-])=O)[CH:10]=[CH:11][CH:12]=3)[C:7](=[O:17])[C:6]1([OH:18])[C:5]1[CH:19]=[C:20]([CH:26]([CH3:28])[CH3:27])[CH:21]=[C:22]([CH:23]([CH3:25])[CH3:24])[C:4]=1[O:3]2.O. (4) The reactants are: O[CH2:2][C@H:3]1[CH2:6][C@H:5]([NH:7][C:8](=[O:14])[O:9][C:10]([CH3:13])([CH3:12])[CH3:11])[CH2:4]1.N1C=CN=C1.C1(P(C2C=CC=CC=2)C2C=CC=CC=2)C=CC=CC=1.[I:39]I. Given the product [I:39][CH2:2][C@H:3]1[CH2:6][C@H:5]([NH:7][C:8](=[O:14])[O:9][C:10]([CH3:13])([CH3:12])[CH3:11])[CH2:4]1, predict the reactants needed to synthesize it. (5) Given the product [O:7]([C:8]1[CH:9]=[N:10][CH:11]=[C:12]([C:30]2[CH:31]=[N:32][CH:33]=[CH:34][C:29]=2[O:28][CH3:27])[CH:13]=1)[C@@H:6]1[S:15][CH2:16][C@@H:17]([OH:23])[C@H:18]([OH:19])[C@H:5]1[OH:4], predict the reactants needed to synthesize it. The reactants are: C([O:4][C@@H:5]1[C@@H:18]([O:19]C(=O)C)[C@H:17]([O:23]C(=O)C)[CH2:16][S:15][C@H:6]1[O:7][C:8]1[CH:9]=[N:10][CH:11]=[C:12](Br)[CH:13]=1)(=O)C.[CH3:27][O:28][C:29]1[CH:34]=[CH:33][N:32]=[CH:31][C:30]=1B(O)O.